Task: Predict the reaction yield, written as a fraction of the theoretical maximum amount of product (1.0 means a 100% yield; for example, 0.34 means a 34% yield).. Dataset: Reaction yield outcomes from USPTO patents with 853,638 reactions (1) The reactants are [CH2:1]([O:3][C:4]1[CH:9]=[CH:8][C:7]([C:10]2[CH:11]=[C:12]3[C:16](=[CH:17][CH:18]=2)[C:15](=[O:19])[O:14][CH2:13]3)=[C:6]([OH:20])[C:5]=1[O:21][CH3:22])[CH3:2].C(=O)([O-])[O-].[K+].[K+].Br[CH2:30][C:31]([CH3:35])([CH3:34])[CH2:32][OH:33]. The catalyst is C(#N)C. The product is [CH2:1]([O:3][C:4]1[CH:9]=[CH:8][C:7]([C:10]2[CH:11]=[C:12]3[C:16](=[CH:17][CH:18]=2)[C:15](=[O:19])[O:14][CH2:13]3)=[C:6]([O:20][CH2:30][C:31]([CH3:35])([CH3:34])[CH2:32][OH:33])[C:5]=1[O:21][CH3:22])[CH3:2]. The yield is 0.147. (2) The reactants are COC1C=C(OC)C=CC=1C[N:6]([C:38]1[CH:43]=[CH:42][CH:41]=[CH:40][CH:39]=1)[C:7]([C:9]1[C:10](=[O:37])[N:11]([CH3:36])[C:12]2[C:17]([C:18]=1[O:19][P:20]([CH2:29][C:30]1[CH:35]=[CH:34][CH:33]=[CH:32][CH:31]=1)([CH2:22][C:23]1[CH:28]=[CH:27][CH:26]=[CH:25][CH:24]=1)=[O:21])=[CH:16][CH:15]=[CH:14][CH:13]=2)=[O:8].[N+]([O-])([O-])=O.[NH4+].[Ce]. The catalyst is CC#N. The product is [C:38]1([NH:6][C:7]([C:9]2[C:10](=[O:37])[N:11]([CH3:36])[C:12]3[C:17]([C:18]=2[O:19][P:20]([CH2:29][C:30]2[CH:35]=[CH:34][CH:33]=[CH:32][CH:31]=2)([CH2:22][C:23]2[CH:24]=[CH:25][CH:26]=[CH:27][CH:28]=2)=[O:21])=[CH:16][CH:15]=[CH:14][CH:13]=3)=[O:8])[CH:39]=[CH:40][CH:41]=[CH:42][CH:43]=1. The yield is 0.670. (3) The reactants are [CH3:1][O:2][C:3](=[O:30])[C:4]([C:7]1[CH:12]=[CH:11][C:10]([CH2:13][CH2:14][N:15]2[CH2:20][CH2:19][CH:18]([C:21]3[NH:25][C:24]4[CH:26]=[CH:27][CH:28]=[CH:29][C:23]=4[N:22]=3)[CH2:17][CH2:16]2)=[CH:9][CH:8]=1)([CH3:6])[CH3:5].CC(C)([O-])C.[K+].[CH2:37]([O:39][CH2:40][CH2:41]CS([O-])(=O)=O)[CH3:38].CN(C=O)C. The catalyst is C(OC(=O)C)C.O. The product is [CH3:1][O:2][C:3](=[O:30])[C:4]([C:7]1[CH:12]=[CH:11][C:10]([CH2:13][CH2:14][N:15]2[CH2:16][CH2:17][CH:18]([C:21]3[N:22]([CH2:38][CH2:37][O:39][CH2:40][CH3:41])[C:23]4[CH:29]=[CH:28][CH:27]=[CH:26][C:24]=4[N:25]=3)[CH2:19][CH2:20]2)=[CH:9][CH:8]=1)([CH3:5])[CH3:6]. The yield is 0.850. (4) The reactants are [CH3:1][O:2][C:3]1[CH:4]=[C:5]([O:23][C:24]2[CH:25]=[N:26][C:27]([CH2:30][O:31][CH3:32])=[CH:28][CH:29]=2)[CH:6]=[C:7]2[C:11]=1[NH:10][C:9]([C:12]1[S:13][CH:14]([CH2:17][C:18]([O:20]CC)=[O:19])[CH2:15][N:16]=1)=[CH:8]2.[OH-].[Na+]. The catalyst is O1CCCC1.C(O)C. The product is [CH3:1][O:2][C:3]1[CH:4]=[C:5]([O:23][C:24]2[CH:25]=[N:26][C:27]([CH2:30][O:31][CH3:32])=[CH:28][CH:29]=2)[CH:6]=[C:7]2[C:11]=1[NH:10][C:9]([C:12]1[S:13][CH:14]([CH2:17][C:18]([OH:20])=[O:19])[CH2:15][N:16]=1)=[CH:8]2. The yield is 1.00. (5) The reactants are [N:1]1[O:2][N:3]=[C:4]2[CH:9]=[C:8]([C:10]([OH:12])=O)[CH:7]=[CH:6][C:5]=12.S(Cl)([Cl:15])=O.CN(C=O)C. The catalyst is C1(C)C=CC=CC=1. The product is [N:1]1[O:2][N:3]=[C:4]2[CH:9]=[C:8]([C:10]([Cl:15])=[O:12])[CH:7]=[CH:6][C:5]=12. The yield is 0.798. (6) The reactants are Cl[C:2]1[C:11]2[C:6](=[C:7]([NH:12][S:13]([C:16]3[CH:21]=[CH:20][CH:19]=[CH:18][CH:17]=3)(=[O:15])=[O:14])[CH:8]=[CH:9][CH:10]=2)[N:5]=[CH:4][CH:3]=1.[CH3:22][NH:23][CH3:24]. No catalyst specified. The product is [CH3:22][N:23]([CH3:24])[C:2]1[C:11]2[C:6](=[C:7]([NH:12][S:13]([C:16]3[CH:21]=[CH:20][CH:19]=[CH:18][CH:17]=3)(=[O:15])=[O:14])[CH:8]=[CH:9][CH:10]=2)[N:5]=[CH:4][CH:3]=1. The yield is 0.230.